This data is from Peptide-MHC class II binding affinity with 134,281 pairs from IEDB. The task is: Regression. Given a peptide amino acid sequence and an MHC pseudo amino acid sequence, predict their binding affinity value. This is MHC class II binding data. (1) The peptide sequence is PEHRQLANAIFKLTYQN. The MHC is DRB1_1101 with pseudo-sequence DRB1_1101. The binding affinity (normalized) is 0.524. (2) The peptide sequence is PDNVKPIYIVTPTNA. The MHC is DRB1_1302 with pseudo-sequence DRB1_1302. The binding affinity (normalized) is 0.777. (3) The peptide sequence is ENGEWAIDFCPGVIRRHHG. The MHC is HLA-DPA10201-DPB11401 with pseudo-sequence HLA-DPA10201-DPB11401. The binding affinity (normalized) is 0.146. (4) The peptide sequence is ELLKTVRLIKFLYQSNP. The MHC is HLA-DQA10401-DQB10402 with pseudo-sequence HLA-DQA10401-DQB10402. The binding affinity (normalized) is 0.168. (5) The peptide sequence is AFKVAFTAANAAPAN. The MHC is HLA-DPA10103-DPB10301 with pseudo-sequence HLA-DPA10103-DPB10301. The binding affinity (normalized) is 0.683. (6) The peptide sequence is ALDFEQEMATAASSS. The MHC is DRB1_0101 with pseudo-sequence DRB1_0101. The binding affinity (normalized) is 0.561. (7) The peptide sequence is RAMFVEDIAMGYVVS. The MHC is DRB1_0701 with pseudo-sequence DRB1_0701. The binding affinity (normalized) is 0.872. (8) The peptide sequence is KIPKKASEGAVDIIN. The MHC is HLA-DQA10301-DQB10302 with pseudo-sequence HLA-DQA10301-DQB10302. The binding affinity (normalized) is 0.232. (9) The peptide sequence is EAKITMLTNGQCQNI. The MHC is HLA-DPA10201-DPB11401 with pseudo-sequence HLA-DPA10201-DPB11401. The binding affinity (normalized) is 0.132.